The task is: Predict the reaction yield, written as a fraction of the theoretical maximum amount of product (1.0 means a 100% yield; for example, 0.34 means a 34% yield).. This data is from Reaction yield outcomes from USPTO patents with 853,638 reactions. The reactants are C[Si]([N-][Si](C)(C)C)(C)C.[Li+].[N:11]1[CH:16]=[CH:15][C:14]([CH3:17])=[CH:13][CH:12]=1.[O:18]1[CH:22]=[CH:21][CH:20]=[C:19]1[C:23](OCC)=[O:24].CCCCCC. The catalyst is O1CCCC1. The product is [O:18]1[CH:22]=[CH:21][CH:20]=[C:19]1[C:23](=[O:24])[CH2:17][C:14]1[CH:15]=[CH:16][N:11]=[CH:12][CH:13]=1. The yield is 0.700.